Dataset: Forward reaction prediction with 1.9M reactions from USPTO patents (1976-2016). Task: Predict the product of the given reaction. (1) Given the reactants [N:1]([CH:4]([C:6]1[CH:11]=[CH:10][CH:9]=[CH:8][C:7]=1[CH3:12])[CH3:5])=[N+]=[N-].[H][H], predict the reaction product. The product is: [C:7]1([CH3:12])[CH:8]=[CH:9][CH:10]=[CH:11][C:6]=1[CH:4]([NH2:1])[CH3:5]. (2) Given the reactants [H-].[Na+].[F:3][C:4]1[CH:9]=[CH:8][C:7]([N:10]2[C:18]3[CH:17]=[C:16]4[CH2:19][CH2:20][CH2:21][C@@H:22]5[CH2:27][C@@:26]([OH:32])([C:28]([F:31])([F:30])[F:29])[CH2:25][CH2:24][C@@:23]5([C:33]#[N:34])[C:15]4=[CH:14][C:13]=3[CH:12]=[N:11]2)=[CH:6][CH:5]=1.Br[CH2:36][C:37]1[CH:42]=[CH:41][CH:40]=[CH:39][CH:38]=1, predict the reaction product. The product is: [CH2:36]([O:32][C@@:26]1([C:28]([F:31])([F:30])[F:29])[CH2:27][C@H:22]2[CH2:21][CH2:20][CH2:19][C:16]3[C:15](=[CH:14][C:13]4[CH:12]=[N:11][N:10]([C:7]5[CH:6]=[CH:5][C:4]([F:3])=[CH:9][CH:8]=5)[C:18]=4[CH:17]=3)[C@:23]2([C:33]#[N:34])[CH2:24][CH2:25]1)[C:37]1[CH:42]=[CH:41][CH:40]=[CH:39][CH:38]=1. (3) Given the reactants C([CH:3]([CH2:7][NH:8][CH2:9][C:10]1[S:11][CH:12]=[C:13]([C:15]2[CH:20]=[CH:19][C:18]([O:21][C@H:22]3[CH2:27][CH2:26][C@H:25]([C:28]([CH3:31])([CH3:30])[CH3:29])[CH2:24][CH2:23]3)=[CH:17][CH:16]=2)[N:14]=1)[C:4]([OH:6])=[O:5])C.O[Li].O.Cl, predict the reaction product. The product is: [C:28]([C@@H:25]1[CH2:24][CH2:23][C@H:22]([O:21][C:18]2[CH:19]=[CH:20][C:15]([C:13]3[N:14]=[C:10]([CH2:9][NH:8][CH2:7][CH2:3][C:4]([OH:6])=[O:5])[S:11][CH:12]=3)=[CH:16][CH:17]=2)[CH2:27][CH2:26]1)([CH3:31])([CH3:29])[CH3:30]. (4) The product is: [OH:20][CH2:21][CH2:22][O:23][C:24]1[CH:25]=[CH:26][C:27]([C:40]2[NH:6][C:4](=[O:5])[C:3]3[C:2](=[CH:10][C:9]([O:11][CH3:12])=[CH:8][C:7]=3[O:13][CH3:14])[N:1]=2)=[N:28][C:29]=1[C:30]1[CH:35]=[CH:34][CH:33]=[CH:32][C:31]=1[S:36]([CH3:39])(=[O:38])=[O:37]. Given the reactants [NH2:1][C:2]1[CH:10]=[C:9]([O:11][CH3:12])[CH:8]=[C:7]([O:13][CH3:14])[C:3]=1[C:4]([NH2:6])=[O:5].C([Si](C)(C)[O:20][CH2:21][CH2:22][O:23][C:24]1[CH:25]=[CH:26][C:27]([CH:40]=O)=[N:28][C:29]=1[C:30]1[CH:35]=[CH:34][CH:33]=[CH:32][C:31]=1[S:36]([CH3:39])(=[O:38])=[O:37])(C)(C)C.OS([O-])=O.[Na+].O.C1(C)C=CC(S(O)(=O)=O)=CC=1, predict the reaction product.